Binary Classification. Given a miRNA mature sequence and a target amino acid sequence, predict their likelihood of interaction. From a dataset of Experimentally validated miRNA-target interactions with 360,000+ pairs, plus equal number of negative samples. (1) The miRNA is hsa-miR-26a-1-3p with sequence CCUAUUCUUGGUUACUUGCACG. The protein sequence of the target gene is MNRCWALFLPLCCYLRLVSAEGDPIPEELYEMLSDHSIRSFDDLQRLLHRDSVDEDGAELDLNMTRAHSGVELESSSRGRRSLGSLAAAEPAVIAECKTRTEVFQISRNLIDRTNANFLVWPPCVEVQRCSGCCNNRNVQCRASQVQMRPVQVRKIEIVRKKPIFKKATVTLEDHLACKCETIVTPRPVTRSPGTSREQRAKTPQARVTIRTVRIRRPPKGKHRKFKHTHDKAALKETLGA. Result: 0 (no interaction). (2) The miRNA is hsa-miR-181b-2-3p with sequence CUCACUGAUCAAUGAAUGCA. The protein sequence of the target gene is MIHFILLFSRQGKLRLQKWYTTLPDKERKKITRDIIQTVLSRGHRTSSFIDWKELKLVYKRYASLYFCCAIENQDNELLTLEIVHRYVELLDKYFGNVCELDIIFNFEKAYFILDEFIIGGEIQETSKKTAVKAIEDSDMLQETMEEYMNKPTF. Result: 0 (no interaction). (3) The miRNA is hsa-miR-1207-3p with sequence UCAGCUGGCCCUCAUUUC. The protein sequence of the target gene is MDWKDVLRRRLASPNTDPKRKKSEQELKDEEMDLFTKYYSEWKGGRKNTNEFYKTIPRFYYRLPAEDEVLLQKLREESRAVFLQRKSRELLDNEELQNLWFLLDKHQIPPMIGEEAMINYENFLKVGEKAGPKCKQFFTAKVFAKLLHTDSYGRISIMQFFNYVMRKVWLHQTRIGLSLYDVAGQGYLRESDLENYILELIPTLPQLDGLEKSFYSFYVCTAVRKFFFFLDPLRTGKIKIQDILACSFLDDLLELRDEELSKESQETNWFSAPSALRVYGQYLNLDKDHNGMLSKEELSR.... Result: 0 (no interaction). (4) The miRNA is hsa-miR-1249-3p with sequence ACGCCCUUCCCCCCCUUCUUCA. The protein sequence of the target gene is MAVVIRLQGLPIVAGTMDIRHFFSGLTIPDGGVHIVGGELGEAFIVFATDEDARLGMMRTGGTIKGSKVTLLLSSKTEMQNMIELSRRRFETANLDIPPANASRSGPPPSSGMSSRVNLPAIVPNFNNPSPSVVTATTSVHESNKNIQTFSTASVGTAPPSMGTSFGSPTFSSTIPSTASPMNTVPPPPIPPIPAMPSLPPLPSIPPIPVPPPVPTLPPVPPVPPIPPVPSVPPMTTLPPMSGMPPLNPPPVAPLPAGMNGSGAPIGLNNNMNPVFLGPLNPVNSIQMNSQSSVKSLPIN.... Result: 0 (no interaction). (5) The miRNA is hsa-miR-138-2-3p with sequence GCUAUUUCACGACACCAGGGUU. The protein sequence of the target gene is MAEEEGPPVELRQRKKPKSSENKESAKEEKISDIPIPERAPKHVLFQRFAKIFIGCLAAVTSGMMYALYLSAYHERKFWFSNRQELEREITFQGDSAIYYSYYKDMLKAPSFERGVYELTHNNKTVSLKTINAVQQMSLYPELIASILYQATGSNEIIEPVYFYIGIVFGLQGIYVTALFVTSWLMSGTWLAGMLTVAWFVINRVDTTRIEYSIPLRENWALPYFACQIAALTGYLKSNLNTYGERFCYLLMSASTYTFMMMWEYSHYLLFLQAISLFLLDTFSVEQSDKVYEVYKIYIF.... Result: 1 (interaction). (6) The miRNA is hsa-miR-889-3p with sequence UUAAUAUCGGACAACCAUUGU. The protein sequence of the target gene is MFQASKTHLDELQLKRLEEMCIVIDKQDQIIGADTKKNCHLMENINKGLLHRAFSVVLFNMKNELLVQQRADAKYTFPGHFTDSCSSHPLYVPEELEEKDALGVRRAALRRLQAELGISQDQISIKDIIFMTRKYHKCQSDAIWGEHEIGYLLLVRKDLMLNPDTREVRRCCYMSQKDVQELLDREARGEEKITPWFRSMVEDFLFSWWPHLEDVSSFVEPDKIYGL. Result: 0 (no interaction). (7) The miRNA is gga-miR-375 with sequence UUUGUUCGUUCGGCUCGCGUUA. The protein sequence of the target gene is MDSTSSLHGSSLHRPSTEQTRTDFSWDGINLSMEDTTSILPKLKRNSNAYGIGALAKSSFSGISRSMKDHVTKPTAMGQGRVAHMIEWQGWGKAPTIQPQHSHEAVRRDTDAYSDLSDGEKEARFLAGVMEQFAISEATLMAWSSMDGEDMSVNSTQEPLDCNYSDNYQELMESQDALAQAPMDGWPHSYVSQGMYCLGSSDAWEASDQSLIASPATGSYLGPAFDDSQPSLHDMGPSQPASGYSAQEPPPLLGVDTDWASEVGGVELARGPVEEEKRPLAPEEEEDAGCRDLESLSPRE.... Result: 0 (no interaction). (8) The miRNA is hsa-miR-450a-1-3p with sequence AUUGGGAACAUUUUGCAUGUAU. The protein sequence of the target gene is MDAPGALAQTAAPGPGRKELKIVIVGDGGCGKTSLLMVYSQGSFPEHYAPSVFEKYTASVTVGSKEVTLNLYDTAGQEDYDRLRPLSYQNTHLVLICYDVMNPTSYDNVLIKWFPEVTHFCRGIPMVLIGCKTDLRKDKEQLRKLRAAQLEPITYMQGLSACEQIRAALYLECSAKFRENVEDVFREAAKVALSALKKAQRQKKRRLCLLL. Result: 1 (interaction). (9) The miRNA is hsa-miR-3163 with sequence UAUAAAAUGAGGGCAGUAAGAC. The protein sequence of the target gene is MSYTPGVGGDPAQLAQRISSNIQKITQCSVEIQRTLNQLGTPQDSPELRQQLQQKQQYTNQLAKETDKYIKEFGSLPTTPSEQRQRKIQKDRLVAEFTTSLTNFQKVQRQAAEREKEFVARVRASSRVSGSFPEDSSKERNLVSWESQTQPQVQVQDEEITEDDLRLIHERESSIRQLEADIMDINEIFKDLGMMIHEQGDVIDSIEANVENAEVHVQQANQQLSRAADYQRKSRKTLCIIILILVIGVAIISLIIWGLNH. Result: 1 (interaction).